Dataset: Reaction yield outcomes from USPTO patents with 853,638 reactions. Task: Predict the reaction yield, written as a fraction of the theoretical maximum amount of product (1.0 means a 100% yield; for example, 0.34 means a 34% yield). (1) The reactants are [Cl:1][C:2]1[CH:10]=[CH:9][C:8]2[NH:7][C:6]3[CH2:11][CH2:12][N:13]([CH3:15])[CH2:14][C:5]=3[C:4]=2[CH:3]=1.[OH-].[K+].[CH2:18]([C:21]1[CH:26]=[CH:25][C:24]([CH:27]=[CH2:28])=[CH:23][N:22]=1)[CH2:19][CH3:20].[CH3:29]N1CCCC1=O. The catalyst is O. The product is [Cl:1][C:2]1[CH:10]=[CH:9][C:8]2[N:7]([CH2:28][CH2:27][C:24]3[CH:23]=[N:22][C:21]([CH2:18][CH2:19][CH3:20])=[CH:26][CH:25]=3)[C:6]3[CH2:11][CH2:12][N:13]([CH3:15])[CH2:14][C:5]=3[C:4]=2[CH:3]=1.[Cl:1][C:2]1[CH:10]=[CH:9][C:8]2[N:7]([CH2:28][CH2:27][C:24]3[CH:23]=[N:22][C:21]([CH:18]([CH3:19])[CH3:29])=[CH:26][CH:25]=3)[C:6]3[CH2:11][CH2:12][N:13]([CH3:15])[CH2:14][C:5]=3[C:4]=2[CH:3]=1. The yield is 0.0960. (2) The reactants are [CH3:1][O:2][C:3](=[O:14])[C:4]1[C:9]([N+:10]([O-:12])=[O:11])=[CH:8][CH:7]=[CH:6][C:5]=1[CH3:13].[Br:15]NC(=O)CCC(N)=O.C(OOC(=O)C1C=CC=CC=1)(=O)C1C=CC=CC=1. The catalyst is C(Cl)(Cl)(Cl)Cl.CCOC(C)=O. The product is [CH3:1][O:2][C:3](=[O:14])[C:4]1[C:9]([N+:10]([O-:12])=[O:11])=[CH:8][CH:7]=[CH:6][C:5]=1[CH2:13][Br:15]. The yield is 0.700. (3) The reactants are [C:1]([O:5][C:6]([NH:8][CH:9]([CH3:13])[C:10]([OH:12])=O)=[O:7])([CH3:4])([CH3:3])[CH3:2].C1C=CC2N(O)N=NC=2C=1.CN1C(=O)CCC1.CCN=C=NCCCN(C)C.[NH:42]1[CH2:47][CH2:46][S:45][CH2:44][CH2:43]1. The catalyst is C(Cl)Cl. The product is [C:1]([O:5][C:6](=[O:7])[NH:8][CH:9]([CH3:13])[C:10](=[O:12])[N:42]1[CH2:47][CH2:46][S:45][CH2:44][CH2:43]1)([CH3:2])([CH3:3])[CH3:4]. The yield is 0.980.